From a dataset of Reaction yield outcomes from USPTO patents with 853,638 reactions. Predict the reaction yield, written as a fraction of the theoretical maximum amount of product (1.0 means a 100% yield; for example, 0.34 means a 34% yield). (1) The reactants are C([Si](C)(C)[O:6][C@@H:7]1[CH2:12][CH2:11][C@H:10]([N:13]2[CH2:17][CH2:16][CH2:15][C:14]2=[O:18])[CH2:9][CH2:8]1)(C)(C)C.[Li+].CC([N-]C(C)C)C.[Br:29][C:30]1[CH:35]=[CH:34][C:33]([CH2:36]Br)=[C:32]([Cl:38])[CH:31]=1.Cl. The catalyst is CO.O.C1COCC1. The product is [Br:29][C:30]1[CH:35]=[CH:34][C:33]([CH2:36][CH:15]2[CH2:16][CH2:17][N:13]([C@H:10]3[CH2:9][CH2:8][C@@H:7]([OH:6])[CH2:12][CH2:11]3)[C:14]2=[O:18])=[C:32]([Cl:38])[CH:31]=1. The yield is 0.700. (2) The reactants are [CH:1]([C:3]1[CH:4]=[C:5]([CH:8]=[C:9]([C:11]#[C:12][CH2:13][OH:14])[CH:10]=1)[C:6]#[N:7])=[O:2].N1C=CN=C1.[Si:20](Cl)([C:23]([CH3:26])([CH3:25])[CH3:24])([CH3:22])[CH3:21]. The catalyst is CN(C=O)C.CCOCC. The product is [C:23]([Si:20]([CH3:22])([CH3:21])[O:14][CH2:13][C:12]#[C:11][C:9]1[CH:8]=[C:5]([CH:4]=[C:3]([CH:1]=[O:2])[CH:10]=1)[C:6]#[N:7])([CH3:26])([CH3:25])[CH3:24]. The yield is 0.780. (3) The reactants are Br[C:2]1[CH:3]=[C:4]2[C:8](=[CH:9][C:10]=1[F:11])[N:7]([CH3:12])[N:6]=[CH:5]2.[Li]CCCC.[Cl:18][C:19]1[CH:20]=[CH:21][C:22]2[N:23]([C:25]([C:28](=[O:30])[CH3:29])=[CH:26][N:27]=2)[N:24]=1. The catalyst is C1COCC1. The product is [Cl:18][C:19]1[CH:20]=[CH:21][C:22]2[N:23]([C:25]([C:28]([C:2]3[CH:3]=[C:4]4[C:8](=[CH:9][C:10]=3[F:11])[N:7]([CH3:12])[N:6]=[CH:5]4)([OH:30])[CH3:29])=[CH:26][N:27]=2)[N:24]=1. The yield is 0.340. (4) The reactants are [NH2:1][CH2:2][CH2:3][CH2:4][C:5]([C@@H:21]1[CH2:26][CH2:25][CH2:24][N:23]([C:27]([O:29][C:30]([CH3:33])([CH3:32])[CH3:31])=[O:28])[CH2:22]1)([C:7]1[CH:12]=[CH:11][CH:10]=[C:9]([Cl:13])[C:8]=1[C:14]1[CH:19]=[CH:18][CH:17]=[C:16]([CH3:20])[CH:15]=1)[OH:6].CCN(CC)CC.Cl[C:42]([O:44][CH3:45])=[O:43]. The catalyst is C(Cl)Cl.CN(C)C1C=CN=CC=1. The product is [Cl:13][C:9]1[C:8]([C:14]2[CH:19]=[CH:18][CH:17]=[C:16]([CH3:20])[CH:15]=2)=[C:7]([C:5]([C@@H:21]2[CH2:26][CH2:25][CH2:24][N:23]([C:27]([O:29][C:30]([CH3:33])([CH3:32])[CH3:31])=[O:28])[CH2:22]2)([OH:6])[CH2:4][CH2:3][CH2:2][NH:1][C:42]([O:44][CH3:45])=[O:43])[CH:12]=[CH:11][CH:10]=1. The yield is 0.780. (5) No catalyst specified. The reactants are [F:1][C:2]1[CH:3]=[C:4]([C:8](=[O:10])[CH3:9])[CH:5]=[CH:6][CH:7]=1.[CH3:11][NH:12][CH3:13].Cl.[CH2:15](O)C. The yield is 0.880. The product is [CH3:11][N:12]([CH3:15])[CH2:13][CH2:9][C:8]([C:4]1[CH:5]=[CH:6][CH:7]=[C:2]([F:1])[CH:3]=1)=[O:10].